Predict the product of the given reaction. From a dataset of Forward reaction prediction with 1.9M reactions from USPTO patents (1976-2016). (1) Given the reactants Br[C:2]1[CH:14]=[C:13]2[C:5]([C:6]3[C:7](=[O:30])[C:8]4[CH:20]=[CH:19][C:18]([O:21][CH2:22][C@H:23]5[CH2:27][O:26]C(C)(C)[O:24]5)=[CH:17][C:9]=4[C:10]([CH3:16])([CH3:15])[C:11]=3[NH:12]2)=[CH:4][CH:3]=1.[CH3:31][S-:32].[Na+].CC1(C)C2C(=C(P(C3C=CC=CC=3)C3C=CC=CC=3)C=CC=2)OC2C(P(C3C=CC=CC=3)C3C=CC=CC=3)=CC=CC1=2.C([O-])(O)=O.[Na+], predict the reaction product. The product is: [OH:24][C@H:23]([CH2:27][OH:26])[CH2:22][O:21][C:18]1[CH:19]=[CH:20][C:8]2[C:7](=[O:30])[C:6]3[C:5]4[C:13](=[CH:14][C:2]([S:32][CH3:31])=[CH:3][CH:4]=4)[NH:12][C:11]=3[C:10]([CH3:15])([CH3:16])[C:9]=2[CH:17]=1. (2) Given the reactants [OH:1][C:2]1([C:15]2[CH:20]=[CH:19][C:18]([OH:21])=[CH:17][CH:16]=2)[CH2:7][CH2:6][CH2:5][CH2:4][CH:3]1[NH:8][S:9]([CH:12]([CH3:14])[CH3:13])(=[O:11])=[O:10].Br[CH2:23][C:24]#[N:25].C(=O)([O-])[O-].[K+].[K+], predict the reaction product. The product is: [OH:1][C:2]1([C:15]2[CH:16]=[CH:17][C:18]([O:21][CH2:23][C:24]#[N:25])=[CH:19][CH:20]=2)[CH2:7][CH2:6][CH2:5][CH2:4][CH:3]1[NH:8][S:9]([CH:12]([CH3:14])[CH3:13])(=[O:11])=[O:10]. (3) Given the reactants [CH3:1][C:2]1([C:7]2[CH:12]=[CH:11][C:10](OB(O)O)=[CH:9][CH:8]=2)[O:6][CH2:5][CH2:4][O:3]1.Br[C:18]1[N:19]=[C:20]([N:28]2[CH2:33][CH2:32][N:31]([CH2:34][CH3:35])[CH2:30][CH2:29]2)[C:21]2[C:26]([CH:27]=1)=[CH:25][CH:24]=[CH:23][CH:22]=2.C(=O)([O-])[O-].[Na+].[Na+], predict the reaction product. The product is: [CH2:34]([N:31]1[CH2:30][CH2:29][N:28]([C:20]2[C:21]3[C:26](=[CH:25][CH:24]=[CH:23][CH:22]=3)[CH:27]=[C:18]([C:10]3[CH:11]=[CH:12][C:7]([C:2]4([CH3:1])[O:6][CH2:5][CH2:4][O:3]4)=[CH:8][CH:9]=3)[N:19]=2)[CH2:33][CH2:32]1)[CH3:35]. (4) Given the reactants [CH2:1]([N:8]1[CH2:17][CH2:16][C:15]2[C:10](=[CH:11][CH:12]=[C:13](Br)[CH:14]=2)[C:9]1=[O:19])[C:2]1[CH:7]=[CH:6][CH:5]=[CH:4][CH:3]=1.C1C=CC(P(C2C=CC3C(=CC=CC=3)C=2C2C3C(=CC=CC=3)C=CC=2P(C2C=CC=CC=2)C2C=CC=CC=2)C2C=CC=CC=2)=CC=1.C(=[NH:79])(C1C=CC=CC=1)C1C=CC=CC=1.CC(C)([O-])C.[Na+].Cl, predict the reaction product. The product is: [NH2:79][C:13]1[CH:14]=[C:15]2[C:10](=[CH:11][CH:12]=1)[C:9](=[O:19])[N:8]([CH2:1][C:2]1[CH:7]=[CH:6][CH:5]=[CH:4][CH:3]=1)[CH2:17][CH2:16]2. (5) Given the reactants [NH2:1][C:2]1[N:7]=[C:6](S(C)=O)[C:5]([C:11]#[N:12])=[C:4]([C:13]2[S:14][CH:15]=[CH:16][CH:17]=2)[N:3]=1.[CH3:18][O:19][CH2:20][CH2:21][NH2:22], predict the reaction product. The product is: [NH2:1][C:2]1[N:7]=[C:6]([NH:22][CH2:21][CH2:20][O:19][CH3:18])[C:5]([C:11]#[N:12])=[C:4]([C:13]2[S:14][CH:15]=[CH:16][CH:17]=2)[N:3]=1. (6) Given the reactants [I:1][C:2]1[CH:7]=[CH:6][C:5]([CH3:8])=[CH:4][C:3]=1[CH2:9][C:10]([OH:12])=[O:11].S(=O)(=O)(O)O.[CH:18](O)([CH3:20])[CH3:19], predict the reaction product. The product is: [I:1][C:2]1[CH:7]=[CH:6][C:5]([CH3:8])=[CH:4][C:3]=1[CH2:9][C:10]([O:12][CH:18]([CH3:20])[CH3:19])=[O:11]. (7) Given the reactants [OH:1][C:2]1[C:11]2[C:6](=[CH:7][C:8]([NH:12][C:13]([NH:15][C:16]3[CH:25]=[CH:24][C:23]4[C:18](=[CH:19][C:20]([S:27]([NH:30][C:31]5[CH:36]=[CH:35][CH:34]=[C:33]([S:37]([O:40]C6C=CC(C)=CC=6)(=[O:39])=[O:38])[CH:32]=5)(=[O:29])=[O:28])=[CH:21][C:22]=4[OH:26])[CH:17]=3)=[O:14])=[CH:9][CH:10]=2)[CH:5]=[C:4]([S:48]([OH:51])(=[O:50])=[O:49])[CH:3]=1.[Na+].[Na+].S(C1C=C(NS(C2C=C3C(C=CC(NC(NC4C=C5C(C=CC(S([O-])(=O)=O)=C5)=CC=4)=O)=C3)=CC=2)(=O)=O)C=CC=1)(O)(=O)=O.S(C1C=C(NS(C2C=C3C(C=CC(NC(NC4C=C5C(C=CC(S([O-])(=O)=O)=C5)=CC=4)=O)=C3)=CC=2)(=O)=O)C=CC=1)(O)(=O)=O, predict the reaction product. The product is: [OH:1][C:2]1[C:11]2[C:6](=[CH:7][C:8]([NH:12][C:13]([NH:15][C:16]3[CH:25]=[CH:24][C:23]4[C:18](=[CH:19][C:20]([S:27]([NH:30][C:31]5[CH:36]=[CH:35][CH:34]=[C:33]([S:37]([OH:40])(=[O:38])=[O:39])[CH:32]=5)(=[O:29])=[O:28])=[CH:21][C:22]=4[OH:26])[CH:17]=3)=[O:14])=[CH:9][CH:10]=2)[CH:5]=[C:4]([S:48]([OH:51])(=[O:50])=[O:49])[CH:3]=1. (8) The product is: [F:1][C:2]1[CH:3]=[C:4]([CH:7]=[C:8]([F:11])[C:9]=1[O:10][Si:26]([CH:33]([CH3:35])[CH3:34])([CH:30]([CH3:32])[CH3:31])[CH:27]([CH3:29])[CH3:28])[CH:5]=[O:6]. Given the reactants [F:1][C:2]1[CH:3]=[C:4]([CH:7]=[C:8]([F:11])[C:9]=1[OH:10])[CH:5]=[O:6].N1C(C)=CC=CC=1C.FC(F)(F)S(O[Si:26]([CH:33]([CH3:35])[CH3:34])([CH:30]([CH3:32])[CH3:31])[CH:27]([CH3:29])[CH3:28])(=O)=O, predict the reaction product. (9) Given the reactants [C:1]([O:5][C:6]([N:8]1[CH:15]2[CH:11]([N:12]([C:19]([O:21][CH2:22][C:23]3[CH:28]=[CH:27][CH:26]=[CH:25][CH:24]=3)=[O:20])[CH2:13][CH:14]2[C:16]([OH:18])=O)[CH2:10][CH2:9]1)=[O:7])([CH3:4])([CH3:3])[CH3:2].CN(C(ON1N=NC2C=CC=NC1=2)=[N+](C)C)C.F[P-](F)(F)(F)(F)F.CCN(C(C)C)C(C)C.[NH2:62][C:63]1[CH:68]=[CH:67][CH:66]=[CH:65][CH:64]=1, predict the reaction product. The product is: [C:1]([O:5][C:6]([N:8]1[CH:15]2[CH:11]([N:12]([C:19]([O:21][CH2:22][C:23]3[CH:28]=[CH:27][CH:26]=[CH:25][CH:24]=3)=[O:20])[CH2:13][CH:14]2[C:16](=[O:18])[NH:62][C:63]2[CH:68]=[CH:67][CH:66]=[CH:65][CH:64]=2)[CH2:10][CH2:9]1)=[O:7])([CH3:3])([CH3:2])[CH3:4].